Dataset: CYP2C19 inhibition data for predicting drug metabolism from PubChem BioAssay. Task: Regression/Classification. Given a drug SMILES string, predict its absorption, distribution, metabolism, or excretion properties. Task type varies by dataset: regression for continuous measurements (e.g., permeability, clearance, half-life) or binary classification for categorical outcomes (e.g., BBB penetration, CYP inhibition). Dataset: cyp2c19_veith. (1) The compound is CC(C)Cn1c(SCc2nc3ccccc3c(=O)[nH]2)nc2ccccc2c1=O. The result is 1 (inhibitor). (2) The compound is COc1cccc(Cn2c(=O)cnc3cnc(Oc4cccc(Cl)c4)nc32)c1. The result is 1 (inhibitor). (3) The compound is Cn1nnc(NC(=O)c2ccco2)n1. The result is 0 (non-inhibitor). (4) The molecule is CCOC(=O)C1=C(c2ccccc2)NC(=S)NC1c1cc([N+](=O)[O-])ccc1OC. The result is 1 (inhibitor). (5) The compound is O=C(Cn1c(SCC(=O)N2CCc3ccccc3C2)nc2ccccc21)NC1CCCC1. The result is 1 (inhibitor). (6) The molecule is COc1ccc(C2C(C(=O)N3CCN(C)CC3)c3ccccc3C(=O)N2C2CCCCC2)cc1. The result is 0 (non-inhibitor). (7) The compound is CCN1CCN(Cc2cc(OC)c(OC)cc2[N+](=O)[O-])CC1. The result is 0 (non-inhibitor). (8) The compound is CS(=O)(=O)O[C@H]1CN2CCC1CC2. The result is 0 (non-inhibitor). (9) The drug is Cc1noc(C)c1-c1cc(NCCN2CCOCC2)ncn1. The result is 0 (non-inhibitor). (10) The molecule is Cc1ccc(CSc2nc3c(c(SCC(=O)O)n2)CCCC3)cc1. The result is 0 (non-inhibitor).